Dataset: Tyrosyl-DNA phosphodiesterase HTS with 341,365 compounds. Task: Binary Classification. Given a drug SMILES string, predict its activity (active/inactive) in a high-throughput screening assay against a specified biological target. (1) The molecule is O1c2c(OC(=O)c3c1c(c(O)cc3C)C=O)c(c(O)c(c2C)C(O)=O)COC(=O)/C=C\C(O)=O. The result is 1 (active). (2) The drug is ClC1C2C(CC1Sc1c([N+]([O-])=O)cccc1)C(Nc1c2cc(cc1)C(=O)C)c1c([N+]([O-])=O)cccc1. The result is 0 (inactive). (3) The compound is O(c1c(C2N=C(NC(=O)C2)NC(=O)c2ccc(CC)cc2)cc(OC)cc1)C. The result is 0 (inactive). (4) The drug is O=C(N1CCN(CC1)c1ccccc1)NCc1ccccc1. The result is 0 (inactive).